This data is from Full USPTO retrosynthesis dataset with 1.9M reactions from patents (1976-2016). The task is: Predict the reactants needed to synthesize the given product. (1) Given the product [Cl:1][C:2]1[CH:7]=[CH:6][C:5]([O:8][C:25]2[CH:24]=[CH:29][CH:28]=[CH:27][C:26]=2[S:30]([N:33]([CH2:35][C:36]2[CH:37]=[CH:38][C:39]([O:42][CH3:43])=[CH:40][CH:41]=2)[CH3:34])(=[O:31])=[O:32])=[CH:4][C:3]=1[C:9]1[C:18]2[C:13](=[C:14]([C:19]([F:20])([F:22])[F:21])[CH:15]=[CH:16][CH:17]=2)[N:12]=[CH:11][N:10]=1, predict the reactants needed to synthesize it. The reactants are: [Cl:1][C:2]1[CH:7]=[CH:6][C:5]([OH:8])=[CH:4][C:3]=1[C:9]1[C:18]2[C:13](=[C:14]([C:19]([F:22])([F:21])[F:20])[CH:15]=[CH:16][CH:17]=2)[N:12]=[CH:11][N:10]=1.Br[C:24]1[CH:25]=[C:26]([S:30]([N:33]([CH2:35][C:36]2[CH:41]=[CH:40][C:39]([O:42][CH3:43])=[CH:38][CH:37]=2)[CH3:34])(=[O:32])=[O:31])[CH:27]=[CH:28][CH:29]=1. (2) Given the product [CH:13]1[CH:18]=[C:17]([Cl:19])[CH:16]=[C:15]([C:20]([Cl:22])=[O:21])[CH:14]=1, predict the reactants needed to synthesize it. The reactants are: [Al].ClC1C=C(C=CC=1)C(OO)=O.[CH:13]1[CH:18]=[C:17]([Cl:19])[CH:16]=[C:15]([C:20]([Cl:22])=[O:21])[CH:14]=1.C1CCCCC1.